From a dataset of Reaction yield outcomes from USPTO patents with 853,638 reactions. Predict the reaction yield, written as a fraction of the theoretical maximum amount of product (1.0 means a 100% yield; for example, 0.34 means a 34% yield). (1) The reactants are [BH4-].[Na+].C[O:4][C:5](=O)[CH:6]([N:18]1[CH2:23][CH2:22][N:21]([C:24]2[CH:29]=[CH:28][CH:27]=[C:26]([C:30]([F:33])([F:32])[F:31])[CH:25]=2)[CH:20]([CH3:34])[C:19]1=[O:35])[CH2:7][CH2:8][N:9]1[CH2:16][CH2:15][C:12]2([CH2:14][CH2:13]2)[C@H:11]([OH:17])[CH2:10]1. The catalyst is CCO. The product is [OH:17][C@@H:11]1[CH2:10][N:9]([CH2:8][CH2:7][CH:6]([N:18]2[CH2:23][CH2:22][N:21]([C:24]3[CH:29]=[CH:28][CH:27]=[C:26]([C:30]([F:32])([F:33])[F:31])[CH:25]=3)[CH:20]([CH3:34])[C:19]2=[O:35])[CH2:5][OH:4])[CH2:16][CH2:15][C:12]21[CH2:13][CH2:14]2. The yield is 0.560. (2) The reactants are O.[C:2]1([S:8]([OH:11])(=[O:10])=[O:9])[CH:7]=[CH:6][CH:5]=[CH:4][CH:3]=1.[C:12]([C@H:15]1[O:20][CH2:19][C@H:18]([NH:21][C:22]([C@@H:24]2[NH:38][C:37]3([CH2:43][CH2:42][C:41]([CH3:45])([CH3:44])[CH2:40][CH2:39]3)[C@:26]3([C:34]4[C:29](=[CH:30][C:31]([Cl:35])=[CH:32][CH:33]=4)[NH:28][C:27]3=[O:36])[C@H:25]2[C:46]2[CH:51]=[CH:50][N:49]=[C:48]([Cl:52])[C:47]=2[F:53])=[O:23])[CH2:17][CH2:16]1)(=[O:14])[NH2:13]. The catalyst is CC(O)C. The product is [OH2:9].[C:2]1([S:8]([OH:11])(=[O:10])=[O:9])[CH:7]=[CH:6][CH:5]=[CH:4][CH:3]=1.[C:12]([C@H:15]1[O:20][CH2:19][C@H:18]([NH:21][C:22]([C@@H:24]2[NH:38][C:37]3([CH2:39][CH2:40][C:41]([CH3:45])([CH3:44])[CH2:42][CH2:43]3)[C@:26]3([C:34]4[C:29](=[CH:30][C:31]([Cl:35])=[CH:32][CH:33]=4)[NH:28][C:27]3=[O:36])[C@H:25]2[C:46]2[CH:51]=[CH:50][N:49]=[C:48]([Cl:52])[C:47]=2[F:53])=[O:23])[CH2:17][CH2:16]1)(=[O:14])[NH2:13]. The yield is 0.890. (3) The reactants are Cl[C:2]1[N:3]=[CH:4][C:5]2[N:6]([CH3:19])[C:7](=[O:18])[C:8]3[CH:17]=[CH:16][CH:15]=[CH:14][C:9]=3[N:10]([CH3:13])[C:11]=2[N:12]=1.[NH2:20][C:21]1[CH:31]=[CH:30][C:24]([C:25]([O:27][CH2:28][CH3:29])=[O:26])=[CH:23][C:22]=1[O:32][CH3:33].CC(C1C=C(C(C)C)C(C2C=CC=CC=2P(C2CCCCC2)C2CCCCC2)=C(C(C)C)C=1)C.C(=O)([O-])[O-].[K+].[K+]. The catalyst is CC(O)(C)C. The product is [CH3:19][N:6]1[C:7](=[O:18])[C:8]2[CH:17]=[CH:16][CH:15]=[CH:14][C:9]=2[N:10]([CH3:13])[C:11]2[N:12]=[C:2]([NH:20][C:21]3[CH:31]=[CH:30][C:24]([C:25]([O:27][CH2:28][CH3:29])=[O:26])=[CH:23][C:22]=3[O:32][CH3:33])[N:3]=[CH:4][C:5]1=2. The yield is 0.490. (4) The reactants are [CH3:1][O:2][C:3]1[C:12]2[C:7](=[CH:8][CH:9]=[CH:10][CH:11]=2)[C:6]([CH:13]=[CH2:14])=[CH:5][CH:4]=1.[CH3:15][O:16][C:17]([C:19]#[C:20][C:21]([O:23][CH3:24])=[O:22])=[O:18].CCCCCC.CCOC(C)=O. The catalyst is [N+](C1C=CC=CC=1)([O-])=O. The product is [CH3:15][O:16][C:17]([C:19]1[C:20]([C:21]([O:23][CH3:24])=[O:22])=[CH:14][CH:13]=[C:6]2[C:5]=1[CH:4]=[C:3]([O:2][CH3:1])[C:12]1[C:7]2=[CH:8][CH:9]=[CH:10][CH:11]=1)=[O:18]. The yield is 0.612.